From a dataset of Full USPTO retrosynthesis dataset with 1.9M reactions from patents (1976-2016). Predict the reactants needed to synthesize the given product. (1) Given the product [NH:20]1[C:28]2=[N:27][CH:26]=[CH:25][CH:24]=[C:23]2[C:22](/[CH:29]=[C:7]2\[O:8][C:4]3[C:3]([CH2:12][N:13]4[CH2:14][CH2:15][N:16]([CH3:19])[CH2:17][CH2:18]4)=[C:2]([OH:1])[CH:11]=[CH:10][C:5]=3[C:6]\2=[O:9])=[CH:21]1, predict the reactants needed to synthesize it. The reactants are: [OH:1][C:2]1[CH:11]=[CH:10][C:5]2[C:6](=[O:9])[CH2:7][O:8][C:4]=2[C:3]=1[CH2:12][N:13]1[CH2:18][CH2:17][N:16]([CH3:19])[CH2:15][CH2:14]1.[NH:20]1[C:28]2[C:23](=[CH:24][CH:25]=[CH:26][N:27]=2)[C:22]([CH:29]=O)=[CH:21]1.N1CCCCC1. (2) Given the product [Cl:1][C:2]1[CH:7]=[C:6]([Cl:8])[CH:5]=[CH:4][C:3]=1[C:9]1[CH:10]=[C:11]2[C:19](=[CH:20][CH:21]=1)[CH2:18][C@H:17]1[C@@H:12]2[CH2:13][NH:14][CH2:15][CH2:16]1, predict the reactants needed to synthesize it. The reactants are: [Cl:1][C:2]1[CH:7]=[C:6]([Cl:8])[CH:5]=[CH:4][C:3]=1[C:9]1[CH:10]=[C:11]2[C:19](=[CH:20][CH:21]=1)[C:18](=O)[C@H:17]1[C@@H:12]2[CH2:13][NH:14][CH2:15][CH2:16]1.[SiH](CC)(CC)CC. (3) Given the product [CH2:1]1[C:9]2[C:4](=[CH:5][CH:6]=[CH:7][CH:8]=2)[CH2:3][CH:2]1[NH:11][C:12]1[CH:17]=[CH:16][CH:15]=[CH:14][CH:13]=1, predict the reactants needed to synthesize it. The reactants are: [CH2:1]1[C:9]2[C:4](=[CH:5][CH:6]=[CH:7][CH:8]=2)[CH2:3][C:2]1=O.[NH2:11][C:12]1[CH:17]=[CH:16][CH:15]=[CH:14][CH:13]=1.CC(O)=O.[BH-](OC(C)=O)(OC(C)=O)OC(C)=O.[Na+]. (4) Given the product [C:2]1([N:1]2[CH2:8][CH2:9][O:10][CH2:13][C:14]2=[O:15])[CH:7]=[CH:6][CH:5]=[CH:4][CH:3]=1, predict the reactants needed to synthesize it. The reactants are: [NH:1]([CH2:8][CH2:9][OH:10])[C:2]1[CH:7]=[CH:6][CH:5]=[CH:4][CH:3]=1.O.Cl[CH2:13][C:14](Cl)=[O:15].[OH-].[Na+]. (5) Given the product [CH3:16][C:10]1[NH:11][C:12]2[C:8]([CH:9]=1)=[C:7]([C:43]1[N:48]=[C:47]([N:49]3[CH2:54][CH2:53][O:52][CH2:51][C@H:50]3[CH3:55])[CH:46]=[C:45]([C:56]3([S:62]([CH3:65])(=[O:63])=[O:64])[CH2:57][CH2:58][O:59][CH2:60][CH2:61]3)[N:44]=1)[CH:15]=[CH:14][CH:13]=2, predict the reactants needed to synthesize it. The reactants are: FC(F)(F)S(O[C:7]1[CH:15]=[CH:14][CH:13]=[C:12]2[C:8]=1[CH:9]=[C:10]([CH3:16])[NH:11]2)(=O)=O.B1(B2OC(C)(C)C(C)(C)O2)OC(C)(C)C(C)(C)O1.C([O-])(=O)C.[K+].Cl[C:43]1[N:48]=[C:47]([N:49]2[CH2:54][CH2:53][O:52][CH2:51][C@H:50]2[CH3:55])[CH:46]=[C:45]([C:56]2([S:62]([CH3:65])(=[O:64])=[O:63])[CH2:61][CH2:60][O:59][CH2:58][CH2:57]2)[N:44]=1.C(=O)([O-])[O-].[Na+].[Na+]. (6) Given the product [CH3:45][O:46][C:25]1[C:20]([CH2:19][N:15]2[C@@H:14]([CH3:41])[C@@H:13]([C:5]3[CH:6]=[C:7]([C:9]([F:12])([F:11])[F:10])[CH:8]=[C:3]([C:2]([F:42])([F:43])[F:1])[CH:4]=3)[O:17][C:16]2=[O:18])=[C:21]([C:30]2[CH:35]=[CH:34][CH:33]=[CH:32][CH:31]=2)[CH:22]=[CH:23][C:24]=1[C:26]([F:28])([F:27])[F:29], predict the reactants needed to synthesize it. The reactants are: [F:1][C:2]([F:43])([F:42])[C:3]1[CH:4]=[C:5]([C@H:13]2[O:17][C:16](=[O:18])[N:15]([CH2:19][C:20]3[CH:25]=[C:24]([C:26]([F:29])([F:28])[F:27])[CH:23]=[CH:22][C:21]=3[C:30]3[CH:35]=[C:34]([N+]([O-])=O)[CH:33]=[CH:32][C:31]=3OC)[C@H:14]2[CH3:41])[CH:6]=[C:7]([C:9]([F:12])([F:11])[F:10])[CH:8]=1.C[CH2:45][O:46]C(C)=O. (7) Given the product [CH2:1]([O:8][C:17]1[C:18]2[C:13](=[CH:12][CH:11]=[C:10]([Br:9])[CH:19]=2)[CH:14]=[C:15]([Cl:21])[N:16]=1)[C:2]1[CH:7]=[CH:6][CH:5]=[CH:4][CH:3]=1, predict the reactants needed to synthesize it. The reactants are: [CH2:1]([OH:8])[C:2]1[CH:7]=[CH:6][CH:5]=[CH:4][CH:3]=1.[Br:9][C:10]1[CH:19]=[C:18]2[C:13]([CH:14]=[C:15]([Cl:21])[N:16]=[C:17]2Cl)=[CH:12][CH:11]=1.